This data is from Peptide-MHC class I binding affinity with 185,985 pairs from IEDB/IMGT. The task is: Regression. Given a peptide amino acid sequence and an MHC pseudo amino acid sequence, predict their binding affinity value. This is MHC class I binding data. (1) The peptide sequence is AEQASQDVKNW. The MHC is Patr-B2401 with pseudo-sequence Patr-B2401. The binding affinity (normalized) is 0.0402. (2) The peptide sequence is AVNGVMWTV. The MHC is HLA-A02:03 with pseudo-sequence HLA-A02:03. The binding affinity (normalized) is 0.790. (3) The peptide sequence is HAETESATL. The MHC is HLA-A02:19 with pseudo-sequence HLA-A02:19. The binding affinity (normalized) is 0.0847. (4) The peptide sequence is QICKGMDYL. The MHC is H-2-Kb with pseudo-sequence H-2-Kb. The binding affinity (normalized) is 0.128. (5) The peptide sequence is GLLPLFLLLG. The MHC is HLA-A02:03 with pseudo-sequence HLA-A02:03. The binding affinity (normalized) is 0.545. (6) The peptide sequence is GRPNCFQIV. The MHC is HLA-A11:01 with pseudo-sequence HLA-A11:01. The binding affinity (normalized) is 0.0847. (7) The peptide sequence is VHPVHAGPIA. The MHC is HLA-B15:03 with pseudo-sequence HLA-B15:03. The binding affinity (normalized) is 0.306. (8) The peptide sequence is VKYRYLCL. The MHC is Mamu-B03 with pseudo-sequence Mamu-B03. The binding affinity (normalized) is 0. (9) The MHC is HLA-B40:01 with pseudo-sequence HLA-B40:01. The binding affinity (normalized) is 0.394. The peptide sequence is MQLQLNCAY. (10) The peptide sequence is SRWGYQVKH. The MHC is HLA-B08:01 with pseudo-sequence HLA-B08:01. The binding affinity (normalized) is 0.0847.